This data is from Reaction yield outcomes from USPTO patents with 853,638 reactions. The task is: Predict the reaction yield, written as a fraction of the theoretical maximum amount of product (1.0 means a 100% yield; for example, 0.34 means a 34% yield). (1) The reactants are Br[C:2]1[N:7]=[C:6]([N:8]([CH3:19])[C:9]([NH:11][CH2:12][CH2:13][CH2:14][CH2:15][CH2:16][CH2:17][CH3:18])=[O:10])[CH:5]=[CH:4][CH:3]=1.[CH2:20]([O:22][C@@H:23]([CH2:28][C:29]1[CH:34]=[CH:33][C:32](B2OC(C)(C)C(C)(C)O2)=[CH:31][CH:30]=1)[C:24]([O:26][CH3:27])=[O:25])[CH3:21].[F-].[Cs+]. The catalyst is COC(O)C(O)OC. The product is [CH2:20]([O:22][C@@H:23]([CH2:28][C:29]1[CH:34]=[CH:33][C:32]([C:2]2[CH:3]=[CH:4][CH:5]=[C:6]([N:8]([CH3:19])[C:9]([NH:11][CH2:12][CH2:13][CH2:14][CH2:15][CH2:16][CH2:17][CH3:18])=[O:10])[N:7]=2)=[CH:31][CH:30]=1)[C:24]([O:26][CH3:27])=[O:25])[CH3:21]. The yield is 0.450. (2) The reactants are CCN(C(C)C)C(C)C.[CH3:10][O:11][C:12]1[CH:13]=[CH:14][CH:15]=[C:16]2[C:21]=1[O:20][C:19](=[O:22])[C:18]([C:23]([OH:25])=O)=[CH:17]2.CN(C(ON1N=NC2C=CC=NC1=2)=[N+](C)C)C.F[P-](F)(F)(F)(F)F.[NH:50]1[C:58]2[C:53](=[CH:54][C:55]([C:59]3[CH:60]=[C:61]([NH2:65])[CH:62]=[CH:63][CH:64]=3)=[CH:56][CH:57]=2)[CH:52]=[CH:51]1. The catalyst is CN(C=O)C. The product is [NH:50]1[C:58]2[C:53](=[CH:54][C:55]([C:59]3[CH:60]=[C:61]([NH:65][C:23]([C:18]4[C:19](=[O:22])[O:20][C:21]5[C:16]([CH:17]=4)=[CH:15][CH:14]=[CH:13][C:12]=5[O:11][CH3:10])=[O:25])[CH:62]=[CH:63][CH:64]=3)=[CH:56][CH:57]=2)[CH:52]=[CH:51]1. The yield is 0.560. (3) The reactants are [CH2:1]([C:3]1[O:7][C:6]([C:8]2[CH:13]=[CH:12][C:11]([CH2:14][OH:15])=[CH:10][CH:9]=2)=[N:5][N:4]=1)[CH3:2].[Cr](Cl)([O-])(=O)=O.[NH+]1C=CC=CC=1. The catalyst is C(Cl)Cl. The product is [CH2:1]([C:3]1[O:7][C:6]([C:8]2[CH:13]=[CH:12][C:11]([CH:14]=[O:15])=[CH:10][CH:9]=2)=[N:5][N:4]=1)[CH3:2]. The yield is 0.700.